Dataset: Forward reaction prediction with 1.9M reactions from USPTO patents (1976-2016). Task: Predict the product of the given reaction. (1) Given the reactants [CH3:1][N:2]1[CH:6]=[C:5]([C:7]([F:10])([F:9])[F:8])[C:4]([C:11]([OH:13])=O)=[CH:3]1.C(Cl)(=O)C(Cl)=O.[Br:20][C:21]1[CH:26]=[CH:25][C:24]([C:27]2[CH:33]=[CH:32][CH:31]=[CH:30][C:28]=2[NH2:29])=[CH:23][CH:22]=1.C(N(CC)CC)C, predict the reaction product. The product is: [Br:20][C:21]1[CH:22]=[CH:23][C:24]([C:27]2[CH:33]=[CH:32][CH:31]=[CH:30][C:28]=2[NH:29][C:11]([C:4]2[C:5]([C:7]([F:10])([F:9])[F:8])=[CH:6][N:2]([CH3:1])[CH:3]=2)=[O:13])=[CH:25][CH:26]=1. (2) Given the reactants C(OCC(COC(=O)C=C)(COCC(COC(=O)C=C)(COC(=O)C=C)COC(=O)C=C)COC(=O)C=C)(=O)C=C.COCC(O)C.[C:48]1([C:54]([C:56]2(O)CCCCC2)=O)[CH:53]=[CH:52][CH:51]=[CH:50][CH:49]=1.[C:63]([O:68][CH3:69])(=[O:67])[C:64]([CH3:66])=[CH2:65].C=CC1C=CC=CC=1, predict the reaction product. The product is: [C:63]([O:68][CH3:69])(=[O:67])[C:64]([CH3:66])=[CH2:65].[CH2:56]=[CH:54][C:48]1[CH:53]=[CH:52][CH:51]=[CH:50][CH:49]=1. (3) Given the reactants BrC1[C:7]([NH2:8])=[C:6](Br)[N:5]=[C:4]([C:10]#[N:11])[CH:3]=1.[CH3:12]B1OB(C)OB(C)O1.O1[CH2:26][CH2:25]OCC1, predict the reaction product. The product is: [NH2:11][C:10]1[C:25]([CH3:26])=[CH:12][C:6]([C:7]#[N:8])=[N:5][C:4]=1[CH3:3]. (4) Given the reactants [Cl:1][C:2]1[CH:11]=[CH:10][C:9]2[CH2:8][CH2:7][N:6]([C:12]([O:14][C:15]([CH3:18])([CH3:17])[CH3:16])=[O:13])[CH:5]([C:19]3[CH:23]=[C:22]([CH:24]4OCC[O:25]4)[S:21][C:20]=3[Cl:29])[C:4]=2[N:3]=1.Cl.O, predict the reaction product. The product is: [Cl:1][C:2]1[CH:11]=[CH:10][C:9]2[CH2:8][CH2:7][N:6]([C:12]([O:14][C:15]([CH3:18])([CH3:17])[CH3:16])=[O:13])[CH:5]([C:19]3[CH:23]=[C:22]([CH:24]=[O:25])[S:21][C:20]=3[Cl:29])[C:4]=2[N:3]=1. (5) Given the reactants [CH3:1][CH:2]1[CH2:6][CH2:5][CH:4]([OH:7])[CH2:3]1.[N+:8]([C:11]1[CH:18]=[CH:17][CH:16]=[C:15]([N+]([O-])=O)[C:12]=1[C:13]#[N:14])([O-:10])=[O:9], predict the reaction product. The product is: [CH3:1][CH:2]1[CH2:6][CH2:5][CH:4]([O:7][C:15]2[CH:16]=[CH:17][CH:18]=[C:11]([N+:8]([O-:10])=[O:9])[C:12]=2[C:13]#[N:14])[CH2:3]1.